This data is from Forward reaction prediction with 1.9M reactions from USPTO patents (1976-2016). The task is: Predict the product of the given reaction. (1) Given the reactants C(O)(=O)C1C=CC=CC=1.C1C=CC2N(O)N=NC=2C=1.C(Cl)CCl.C(N(CC)CC)C.[C:31]([NH:39][C@@H:40]1[CH2:45][CH2:44][O:43][CH2:42][C@@H:41]1[C:46]([O:48][CH3:49])=[O:47])(=[O:38])[C:32]1[CH:37]=[CH:36][CH:35]=[CH:34][CH:33]=1, predict the reaction product. The product is: [C:31]([NH:39][C@H:40]1[CH2:45][CH2:44][O:43][CH2:42][C@H:41]1[C:46]([O:48][CH3:49])=[O:47])(=[O:38])[C:32]1[CH:33]=[CH:34][CH:35]=[CH:36][CH:37]=1. (2) Given the reactants [NH2:1][C:2]1[CH:3]=[C:4]([OH:8])[CH:5]=[CH:6][CH:7]=1.[N:9]1([CH2:15][C:16]2[CH:17]=[C:18]([C:25]3[CH:30]=[CH:29][CH:28]=[CH:27][CH:26]=3)[CH:19]=[CH:20][C:21]=2[C:22](O)=[O:23])[CH2:14][CH2:13][CH2:12][CH2:11][CH2:10]1.[Cl-:31].[Na+].C(N=C=NCCCN(C)C)C.Cl.C(=O)([O-])O.[Na+], predict the reaction product. The product is: [ClH:31].[OH:8][C:4]1[CH:3]=[C:2]([NH:1][C:22]([C:21]2[CH:20]=[CH:19][C:18]([C:25]3[CH:30]=[CH:29][CH:28]=[CH:27][CH:26]=3)=[CH:17][C:16]=2[CH2:15][N:9]2[CH2:14][CH2:13][CH2:12][CH2:11][CH2:10]2)=[O:23])[CH:7]=[CH:6][CH:5]=1. (3) The product is: [F:26][CH:2]([F:1])[O:3][C:4]1[N:8]([CH3:9])[N:7]=[C:6]([C:10]([F:12])([F:13])[F:11])[C:5]=1[C:14]1[C:23](=[O:24])[NH:22][C:17]2=[N:18][CH:19]=[CH:20][N:21]=[C:16]2[C:15]=1[O:25][C:27](=[O:31])[CH:28]([CH3:30])[CH3:29]. Given the reactants [F:1][CH:2]([F:26])[O:3][C:4]1[N:8]([CH3:9])[N:7]=[C:6]([C:10]([F:13])([F:12])[F:11])[C:5]=1[C:14]1[C:23](=[O:24])[NH:22][C:17]2=[N:18][CH:19]=[CH:20][N:21]=[C:16]2[C:15]=1[OH:25].[C:27](Cl)(=[O:31])[CH:28]([CH3:30])[CH3:29].N1C=CC=CC=1, predict the reaction product.